The task is: Predict the product of the given reaction.. This data is from Forward reaction prediction with 1.9M reactions from USPTO patents (1976-2016). Given the reactants [CH3:1][C:2]1[S:6][C:5]([C:7](=[S:9])[NH2:8])=[CH:4][CH:3]=1.Cl[CH2:11][C:12](=O)[CH2:13][C:14]([O:16][CH2:17][CH3:18])=[O:15], predict the reaction product. The product is: [CH3:11][C:12]1[N:8]=[C:7]([C:5]2[S:6][C:2]([CH3:1])=[CH:3][CH:4]=2)[S:9][C:13]=1[C:14]([O:16][CH2:17][CH3:18])=[O:15].